This data is from Reaction yield outcomes from USPTO patents with 853,638 reactions. The task is: Predict the reaction yield, written as a fraction of the theoretical maximum amount of product (1.0 means a 100% yield; for example, 0.34 means a 34% yield). (1) The reactants are Cl[C:2]1[N:7]=[C:6]([NH:8][C:9]2[CH:14]=[CH:13][C:12]([O:15][CH3:16])=[CH:11][CH:10]=2)[N:5]=[C:4]([NH:17][CH2:18][CH2:19][OH:20])[N:3]=1. The catalyst is CO.[Pd]. The product is [CH3:16][O:15][C:12]1[CH:13]=[CH:14][C:9]([NH:8][C:6]2[N:7]=[CH:2][N:3]=[C:4]([NH:17][CH2:18][CH2:19][OH:20])[N:5]=2)=[CH:10][CH:11]=1. The yield is 0.840. (2) The catalyst is C1C=CC(P(C2C=CC=CC=2)[C-]2C=CC=C2)=CC=1.C1C=CC(P(C2C=CC=CC=2)[C-]2C=CC=C2)=CC=1.Cl[Pd]Cl.[Fe+2].C(#N)C.O. The reactants are Br[C:2]1[CH:3]=[C:4]([NH:10][C:11]2[CH:16]=[CH:15][C:14]([CH:17]3[CH2:22][CH2:21][N:20]([CH3:23])[CH2:19][CH2:18]3)=[CH:13][N:12]=2)[C:5](=[O:9])[N:6]([CH3:8])[CH:7]=1.[C:24]([O:27][CH2:28][C:29]1[C:30]([N:38]2[CH2:49][CH2:48][N:47]3[C:40](=[CH:41][C:42]4[CH2:43][C:44]([CH3:51])([CH3:50])[CH2:45][C:46]=43)[C:39]2=[O:52])=[N:31][CH:32]=[CH:33][C:34]=1B(O)O)(=[O:26])[CH3:25].[O-]P([O-])([O-])=O.[K+].[K+].[K+].O.O.O.C([O-])(=O)C.[Na+]. The product is [C:24]([O:27][CH2:28][C:29]1[C:30]([N:38]2[CH2:49][CH2:48][N:47]3[C:40](=[CH:41][C:42]4[CH2:43][C:44]([CH3:51])([CH3:50])[CH2:45][C:46]=43)[C:39]2=[O:52])=[N:31][CH:32]=[CH:33][C:34]=1[C:2]1[CH:3]=[C:4]([NH:10][C:11]2[CH:16]=[CH:15][C:14]([CH:17]3[CH2:22][CH2:21][N:20]([CH3:23])[CH2:19][CH2:18]3)=[CH:13][N:12]=2)[C:5](=[O:9])[N:6]([CH3:8])[CH:7]=1)(=[O:26])[CH3:25]. The yield is 0.380.